Dataset: Full USPTO retrosynthesis dataset with 1.9M reactions from patents (1976-2016). Task: Predict the reactants needed to synthesize the given product. (1) Given the product [CH3:38][O:39][C:40]1[CH:45]=[CH:44][C:43]([N:46]2[C:9]3[C:10]4[CH:11]=[N:12][NH:13][C:14]=4[CH2:15][CH2:16][C:8]=3[C:2]([C:3]([O:5][CH2:6][CH3:7])=[O:4])=[N:47]2)=[CH:42][CH:41]=1, predict the reactants needed to synthesize it. The reactants are: O=[C:2]([CH:8]1[CH2:16][CH2:15][C:14]2[C:10](=[CH:11][N:12](C(C3C=CC=CC=3)(C3C=CC=CC=3)C3C=CC=CC=3)[N:13]=2)[C:9]1=O)[C:3]([O:5][CH2:6][CH3:7])=[O:4].Cl.[CH3:38][O:39][C:40]1[CH:45]=[CH:44][C:43]([NH:46][NH2:47])=[CH:42][CH:41]=1. (2) Given the product [NH2:15][C:11]1[CH:10]=[C:9]([CH2:8][CH2:7][C:4]2[NH:5][N:6]=[C:2]([NH:1][C:24]3[CH:29]=[CH:28][N:27]=[C:26]([NH:30][CH2:31][C:32]4[O:36][N:35]=[C:34]([CH3:37])[CH:33]=4)[N:25]=3)[CH:3]=2)[CH:14]=[CH:13][CH:12]=1, predict the reactants needed to synthesize it. The reactants are: [NH2:1][C:2]1[CH:3]=[C:4]([CH2:7][CH2:8][C:9]2[CH:10]=[C:11]([NH:15]C(=O)OC(C)(C)C)[CH:12]=[CH:13][CH:14]=2)[NH:5][N:6]=1.Cl[C:24]1[CH:29]=[CH:28][N:27]=[C:26]([NH:30][CH2:31][C:32]2[O:36][N:35]=[C:34]([CH3:37])[CH:33]=2)[N:25]=1. (3) Given the product [Br:8][C:6]1[CH:7]=[C:2]([N:13]2[CH2:14][CH2:15][N:10]([CH3:9])[CH2:11][CH2:12]2)[CH:3]=[N:4][CH:5]=1, predict the reactants needed to synthesize it. The reactants are: Br[C:2]1[CH:3]=[N:4][CH:5]=[C:6]([Br:8])[CH:7]=1.[CH3:9][N:10]1[CH2:15][CH2:14][NH:13][CH2:12][CH2:11]1.CC1(C)C2C(=C(P(C3C=CC=CC=3)C3C=CC=CC=3)C=CC=2)OC2C(P(C3C=CC=CC=3)C3C=CC=CC=3)=CC=CC1=2.CC([O-])(C)C.[Na+]. (4) Given the product [CH3:1][C@@H:2]1[CH2:24][C:23]2[C:25](=[O:26])[C:18](=[CH:19][C:20]([C:22]=2[NH2:41])=[O:21])[NH:17][C:15](=[O:16])[C:14]([CH3:29])=[CH:13][CH:12]=[CH:11][C@H:10]([O:30][CH3:31])[C@@H:9]([O:32][C:33]([NH2:35])=[O:34])[C:8]([CH3:36])=[CH:7][C@H:6]([CH3:37])[C@@H:5]([OH:38])[C@@H:4]([O:39][CH3:40])[CH2:3]1, predict the reactants needed to synthesize it. The reactants are: [CH3:1][C@@H:2]1[CH2:24][C:23]2[C:25](=[O:26])[C:18](=[CH:19][C:20]([C:22]=2OC)=[O:21])[NH:17][C:15](=[O:16])[C:14]([CH3:29])=[CH:13][CH:12]=[CH:11][C@H:10]([O:30][CH3:31])[C@@H:9]([O:32][C:33]([NH2:35])=[O:34])[C:8]([CH3:36])=[CH:7][C@H:6]([CH3:37])[C@@H:5]([OH:38])[C@@H:4]([O:39][CH3:40])[CH2:3]1.[NH3:41]. (5) Given the product [CH3:9][O:10][CH2:11][CH2:12][N:13]1[CH:7]([C:3]2[N:2]([CH3:1])[CH:6]=[CH:5][CH:4]=2)[CH:15]([C:14]([NH:31][C:30]2[CH:32]=[CH:33][CH:34]=[C:28]([O:27][CH3:26])[CH:29]=2)=[O:25])[C:16]2[C:17](=[CH:21][CH:22]=[CH:23][CH:24]=2)[C:18]1=[O:20], predict the reactants needed to synthesize it. The reactants are: [CH3:1][N:2]1[CH:6]=[CH:5][CH:4]=[C:3]1[CH:7]=O.[CH3:9][O:10][CH2:11][CH2:12][NH2:13].[C:14]1(=[O:25])[O:20][C:18](=O)[C:17]2=[CH:21][CH:22]=[CH:23][CH:24]=[C:16]2[CH2:15]1.[CH3:26][O:27][C:28]1[CH:29]=[C:30]([CH:32]=[CH:33][CH:34]=1)[NH2:31]. (6) Given the product [NH2:17][C:18]1[CH:23]=[C:25]([CH:21]=[CH:20][CH:19]=1)[O:28][C:2]1[CH:11]=[CH:10][N:9]=[C:8]2[C:3]=1[C:4]1[CH:16]=[CH:15][CH:14]=[CH:13][C:5]=1[C:6](=[O:12])[NH:7]2, predict the reactants needed to synthesize it. The reactants are: Cl[C:2]1[CH:11]=[CH:10][N:9]=[C:8]2[C:3]=1[C:4]1[CH:16]=[CH:15][CH:14]=[CH:13][C:5]=1[C:6](=[O:12])[NH:7]2.[NH2:17][C:18]1[CH:23]=C[CH:21]=[CH:20][C:19]=1O.[C:25](=[O:28])([O-])[O-].[K+].[K+]. (7) Given the product [C:2]([NH:8][C:9]1[CH:17]=[CH:16][C:12]([C:13]([OH:15])=[O:14])=[CH:11][CH:10]=1)(=[O:3])[CH3:1], predict the reactants needed to synthesize it. The reactants are: [CH3:1][C:2](OC(C)=O)=[O:3].[NH2:8][C:9]1[CH:17]=[CH:16][C:12]([C:13]([OH:15])=[O:14])=[CH:11][CH:10]=1. (8) Given the product [CH2:25]([O:16][C:13]1[CH:14]=[C:15]2[C:5]3([O:4][N:3]([CH3:23])[C:2]([NH2:1])=[N:6]3)[CH2:7][CH:8]([C:17]3[CH:18]=[CH:19][CH:20]=[CH:21][CH:22]=3)[O:9][C:10]2=[CH:11][CH:12]=1)[C:26]1[CH:31]=[CH:30][CH:29]=[CH:28][CH:27]=1, predict the reactants needed to synthesize it. The reactants are: [NH2:1][C:2]1[N:3]([CH3:23])[O:4][C:5]2([C:15]3[C:10](=[CH:11][CH:12]=[C:13]([OH:16])[CH:14]=3)[O:9][CH:8]([C:17]3[CH:22]=[CH:21][CH:20]=[CH:19][CH:18]=3)[CH2:7]2)[N:6]=1.Br[CH2:25][C:26]1[CH:31]=[CH:30][CH:29]=[CH:28][CH:27]=1.C([O-])([O-])=O.[K+].[K+]. (9) Given the product [CH:5]1[C:6]([CH2:7][CH2:8][C:9]2[C:13]3[C:14]([NH:16][C:17]([NH2:19])=[N:18][C:12]=3[NH:11][CH:10]=2)=[O:15])=[CH:1][CH:2]=[C:3]([C:20]([NH:22][C@@H:23]([C:29]([O-:31])=[O:30])[CH2:24][CH2:25][C:26]([O-:28])=[O:27])=[O:21])[CH:4]=1.[Na+:68].[Na+:68], predict the reactants needed to synthesize it. The reactants are: [CH:1]1[C:6]([CH2:7][CH2:8][C:9]2[C:13]3[C:14]([N:16]=[C:17]([NH2:19])[NH:18][C:12]=3[NH:11][CH:10]=2)=[O:15])=[CH:5][CH:4]=[C:3]([C:20]([NH:22][C@H:23]([C:29]([O-:31])=[O:30])[CH2:24][CH2:25][C:26]([O-:28])=[O:27])=[O:21])[CH:2]=1.[CH:5]1[C:6]([CH2:7][CH2:8][C:9]2[C:13]3[C:14]([N:16]=[C:17]([NH2:19])[NH:18][C:12]=3[NH:11][CH:10]=2)=[O:15])=[CH:1][CH:2]=[C:3]([C:20]([NH:22][C@H:23]([C:29]([O-:31])=[O:30])[CH2:24][CH2:25][C:26]([O-:28])=[O:27])=[O:21])[CH:4]=1.O.O.O.O.O.[Na+:68].[Na+:68].[Na+].[Na+]. (10) The reactants are: C([O:3][C:4]([C:6]1[N:7]([CH3:12])[N:8]=[C:9]([CH3:11])[CH:10]=1)=O)C.[OH-].[NH4+:14]. Given the product [CH3:12][N:7]1[C:6]([C:4]([NH2:14])=[O:3])=[CH:10][C:9]([CH3:11])=[N:8]1, predict the reactants needed to synthesize it.